From a dataset of NCI-60 drug combinations with 297,098 pairs across 59 cell lines. Regression. Given two drug SMILES strings and cell line genomic features, predict the synergy score measuring deviation from expected non-interaction effect. (1) Drug 1: C1=CC(=CC=C1CCC2=CNC3=C2C(=O)NC(=N3)N)C(=O)NC(CCC(=O)O)C(=O)O. Drug 2: CCCCC(=O)OCC(=O)C1(CC(C2=C(C1)C(=C3C(=C2O)C(=O)C4=C(C3=O)C=CC=C4OC)O)OC5CC(C(C(O5)C)O)NC(=O)C(F)(F)F)O. Cell line: OVCAR3. Synergy scores: CSS=19.4, Synergy_ZIP=0.349, Synergy_Bliss=-2.26, Synergy_Loewe=-6.94, Synergy_HSA=-1.98. (2) Drug 1: CCC1=CC2CC(C3=C(CN(C2)C1)C4=CC=CC=C4N3)(C5=C(C=C6C(=C5)C78CCN9C7C(C=CC9)(C(C(C8N6C)(C(=O)OC)O)OC(=O)C)CC)OC)C(=O)OC.C(C(C(=O)O)O)(C(=O)O)O. Drug 2: C1CC(=O)NC(=O)C1N2C(=O)C3=CC=CC=C3C2=O. Cell line: BT-549. Synergy scores: CSS=52.5, Synergy_ZIP=-2.11, Synergy_Bliss=-4.05, Synergy_Loewe=-47.8, Synergy_HSA=-3.74. (3) Drug 1: CC1C(C(CC(O1)OC2CC(CC3=C2C(=C4C(=C3O)C(=O)C5=C(C4=O)C(=CC=C5)OC)O)(C(=O)CO)O)N)O.Cl. Drug 2: C1C(C(OC1N2C=NC(=NC2=O)N)CO)O. Cell line: OVCAR-4. Synergy scores: CSS=20.9, Synergy_ZIP=-0.444, Synergy_Bliss=0.394, Synergy_Loewe=2.08, Synergy_HSA=6.71. (4) Drug 1: CC1=C(C=C(C=C1)NC(=O)C2=CC=C(C=C2)CN3CCN(CC3)C)NC4=NC=CC(=N4)C5=CN=CC=C5. Drug 2: CS(=O)(=O)CCNCC1=CC=C(O1)C2=CC3=C(C=C2)N=CN=C3NC4=CC(=C(C=C4)OCC5=CC(=CC=C5)F)Cl. Cell line: HCT116. Synergy scores: CSS=-9.32, Synergy_ZIP=8.19, Synergy_Bliss=-1.70, Synergy_Loewe=-10.7, Synergy_HSA=-10.1. (5) Drug 1: CC12CCC(CC1=CCC3C2CCC4(C3CC=C4C5=CN=CC=C5)C)O. Drug 2: CCCCCOC(=O)NC1=NC(=O)N(C=C1F)C2C(C(C(O2)C)O)O. Cell line: OVCAR-4. Synergy scores: CSS=13.5, Synergy_ZIP=-0.105, Synergy_Bliss=2.64, Synergy_Loewe=-0.695, Synergy_HSA=2.79. (6) Drug 1: CC1=C(C=C(C=C1)NC2=NC=CC(=N2)N(C)C3=CC4=NN(C(=C4C=C3)C)C)S(=O)(=O)N.Cl. Drug 2: CC(C)NC(=O)C1=CC=C(C=C1)CNNC.Cl. Cell line: KM12. Synergy scores: CSS=5.59, Synergy_ZIP=-3.55, Synergy_Bliss=-5.82, Synergy_Loewe=-0.658, Synergy_HSA=-3.37.